This data is from Full USPTO retrosynthesis dataset with 1.9M reactions from patents (1976-2016). The task is: Predict the reactants needed to synthesize the given product. (1) Given the product [CH:1]1([NH:7][C:8]([C:10]2[C:11]([S:16][CH2:39][CH2:38][C:35]3[CH:34]=[CH:33][C:32]([O:31][S:28]([CH3:27])(=[O:29])=[O:30])=[CH:37][CH:36]=3)=[N:12][CH:13]=[CH:14][CH:15]=2)=[O:9])[CH2:2][CH2:3][CH2:4][CH2:5][CH2:6]1, predict the reactants needed to synthesize it. The reactants are: [CH:1]1([NH:7][C:8]([C:10]2[C:11]([SH:16])=[N:12][CH:13]=[CH:14][CH:15]=2)=[O:9])[CH2:6][CH2:5][CH2:4][CH2:3][CH2:2]1.C[Si]([N-][Si](C)(C)C)(C)C.[Na+].[CH3:27][S:28]([O:31][C:32]1[CH:37]=[CH:36][C:35]([CH2:38][CH2:39]OS(C)(=O)=O)=[CH:34][CH:33]=1)(=[O:30])=[O:29].C(=O)(O)[O-]. (2) Given the product [Br:16][C:17]1[CH:22]=[CH:21][C:20]([C:6]2[C:7]3[C:12]4[C:3]([CH2:2][CH2:1][C:11]=4[CH:10]=[CH:9][CH:8]=3)=[CH:4][CH:5]=2)=[CH:19][CH:18]=1, predict the reactants needed to synthesize it. The reactants are: [CH2:1]1[C:11]2=[C:12]3[C:7](=[CH:8][CH:9]=[CH:10]2)[C:6](B(O)O)=[CH:5][CH:4]=[C:3]3[CH2:2]1.[Br:16][C:17]1[CH:22]=[CH:21][C:20](I)=[CH:19][CH:18]=1.C(=O)([O-])[O-].[Na+].[Na+]. (3) Given the product [CH3:1][C:2]1[CH:6]=[C:5]([CH3:7])[N:4]([C:8]2[N:9]=[N:10][C:11]([N:14]3[C:18]([CH3:19])=[CH:17][C:16]([CH3:20])=[N:15]3)=[N:12][N:13]=2)[N:3]=1, predict the reactants needed to synthesize it. The reactants are: [CH3:1][C:2]1[CH:6]=[C:5]([CH3:7])[N:4]([C:8]2[NH:9][NH:10][C:11]([N:14]3[C:18]([CH3:19])=[CH:17][C:16]([CH3:20])=[N:15]3)=[N:12][N:13]=2)[N:3]=1.[N+]([O-])(O)=O.